Regression/Classification. Given a drug SMILES string, predict its absorption, distribution, metabolism, or excretion properties. Task type varies by dataset: regression for continuous measurements (e.g., permeability, clearance, half-life) or binary classification for categorical outcomes (e.g., BBB penetration, CYP inhibition). For this dataset (lipophilicity_astrazeneca), we predict Y. From a dataset of Experimental lipophilicity measurements (octanol/water distribution) for 4,200 compounds from AstraZeneca. The drug is Cc1cc2n[nH]c(=O)n2c2cc(-c3ccccc3CO)ccc12. The Y is 3.18 logD.